Task: Predict the reactants needed to synthesize the given product.. Dataset: Full USPTO retrosynthesis dataset with 1.9M reactions from patents (1976-2016) (1) The reactants are: [ClH:1].[CH2:2]([C:6]1[N:7]=[C:8]([NH2:11])[NH:9][CH:10]=1)[CH2:3][C:4]#[CH:5].[CH2:12]([N:19]=[N+:20]=[N-:21])[C:13]1[CH:18]=[CH:17][CH:16]=[CH:15][CH:14]=1. Given the product [ClH:1].[CH2:12]([N:19]1[CH:5]=[C:4]([CH2:3][CH2:2][C:6]2[N:7]=[C:8]([NH2:11])[NH:9][CH:10]=2)[N:21]=[N:20]1)[C:13]1[CH:18]=[CH:17][CH:16]=[CH:15][CH:14]=1, predict the reactants needed to synthesize it. (2) Given the product [CH2:56]([O:58][C:59](=[O:68])[CH2:60][N:61]1[CH2:66][CH2:65][CH2:64][CH:63]([NH:67][C:19]([C:18]2[CH:17]=[N:16][C:15]([O:14][CH2:13][C:3]3[C:4]([C:7]4[CH:8]=[CH:9][CH:10]=[CH:11][CH:12]=4)=[N:5][O:6][C:2]=3[CH3:1])=[CH:23][CH:22]=2)=[O:21])[CH2:62]1)[CH3:57], predict the reactants needed to synthesize it. The reactants are: [CH3:1][C:2]1[O:6][N:5]=[C:4]([C:7]2[CH:12]=[CH:11][CH:10]=[CH:9][CH:8]=2)[C:3]=1[CH2:13][O:14][C:15]1[CH:23]=[CH:22][C:18]([C:19]([OH:21])=O)=[CH:17][N:16]=1.F[B-](F)(F)F.N1(OC(N(C)C)=[N+](C)C)C2C=CC=CC=2N=N1.C(N(CC)C(C)C)(C)C.Cl.[CH2:56]([O:58][C:59](=[O:68])[CH2:60][N:61]1[CH2:66][CH2:65][CH2:64][CH:63]([NH2:67])[CH2:62]1)[CH3:57]. (3) The reactants are: [CH2:1]([N:3]1[C:11]2[C:6](=[CH:7][CH:8]=[CH:9][CH:10]=2)[C:5]([CH:12]=[C:13]([N+:15]([O-])=O)[CH3:14])=[CH:4]1)[CH3:2].[H-].[H-].[H-].[H-].[Li+].[Al+3]. Given the product [CH2:1]([N:3]1[C:11]2[C:6](=[CH:7][CH:8]=[CH:9][CH:10]=2)[C:5]([CH2:12][CH:13]([NH2:15])[CH3:14])=[CH:4]1)[CH3:2], predict the reactants needed to synthesize it. (4) Given the product [Cl:1][C:2]1[CH:9]=[CH:8][C:5]([CH:6]([O:7][CH2:17][C:18]#[CH:19])[C:12]([OH:16])=[O:10])=[CH:4][CH:3]=1, predict the reactants needed to synthesize it. The reactants are: [Cl:1][C:2]1[CH:9]=[CH:8][C:5]([CH:6]=[O:7])=[CH:4][CH:3]=1.[OH-:10].[K+].[CH:12](Br)(Br)Br.[OH2:16].[CH2:17](O)[C:18]#[CH:19]. (5) Given the product [C:1]([O:5][C:6]([N:8]1[CH2:9][CH2:10][C:11]([CH2:14][O:15][C:30]2[N:29]=[N:28][C:27]([CH2:23][CH2:24][CH2:25][CH3:26])=[C:32]([C:33]3[CH:34]=[CH:35][C:36]([O:39][CH:40]4[CH2:45][CH2:44][CH2:43][CH2:42][CH2:41]4)=[CH:37][CH:38]=3)[CH:31]=2)([F:16])[CH2:12][CH2:13]1)=[O:7])([CH3:4])([CH3:2])[CH3:3], predict the reactants needed to synthesize it. The reactants are: [C:1]([O:5][C:6]([N:8]1[CH2:13][CH2:12][C:11]([F:16])([CH2:14][OH:15])[CH2:10][CH2:9]1)=[O:7])([CH3:4])([CH3:3])[CH3:2].CC(C)([O-])C.[K+].[CH2:23]([C:27]1[N:28]=[N:29][C:30](Cl)=[CH:31][C:32]=1[C:33]1[CH:38]=[CH:37][C:36]([O:39][CH:40]2[CH2:45][CH2:44][CH2:43][CH2:42][CH2:41]2)=[CH:35][CH:34]=1)[CH2:24][CH2:25][CH3:26]. (6) Given the product [N:5]1[CH:6]=[CH:7][CH:8]=[CH:9][C:4]=1[CH2:3][N:32]1[C:33]2[C:29](=[C:28]([C:20]3[CH:19]=[N:18][C:27]4[C:22]([CH:21]=3)=[CH:23][CH:24]=[CH:25][CH:26]=4)[CH:36]=[CH:35][CH:34]=2)[C:30]2([C:49]3[C:40](=[CH:41][C:42]4[O:47][CH2:46][CH2:45][O:44][C:43]=4[CH:48]=3)[O:39][CH2:38]2)[C:31]1=[O:37], predict the reactants needed to synthesize it. The reactants are: Br.Br[CH2:3][C:4]1[CH:9]=[CH:8][CH:7]=[CH:6][N:5]=1.BrCC1CCCCO1.[N:18]1[C:27]2[C:22](=[CH:23][CH:24]=[CH:25][CH:26]=2)[CH:21]=[C:20]([C:28]2[CH:36]=[CH:35][CH:34]=[C:33]3[C:29]=2[C:30]2([C:49]4[C:40](=[CH:41][C:42]5[O:47][CH2:46][CH2:45][O:44][C:43]=5[CH:48]=4)[O:39][CH2:38]2)[C:31](=[O:37])[NH:32]3)[CH:19]=1.